From a dataset of Reaction yield outcomes from USPTO patents with 853,638 reactions. Predict the reaction yield, written as a fraction of the theoretical maximum amount of product (1.0 means a 100% yield; for example, 0.34 means a 34% yield). (1) The reactants are [F:1][C:2]1([F:18])[CH2:6][CH2:5][C@@H:4]([NH:7][C@H:8]([CH2:16][CH3:17])[C:9]([O:11][C:12](C)(C)C)=[O:10])[CH2:3]1.Cl. The catalyst is CO. The product is [F:1][C:2]1([F:18])[CH2:6][CH2:5][C@@H:4]([NH:7][C@H:8]([CH2:16][CH3:17])[C:9]([O:11][CH3:12])=[O:10])[CH2:3]1. The yield is 0.780. (2) The product is [NH:1]1[CH2:6][CH2:5][O:4][C:3]2[N:8]=[CH:9][CH:10]=[CH:11][C:2]1=2. The reactants are [NH:1]1[C:6](=O)[CH2:5][O:4][C:3]2[N:8]=[CH:9][CH:10]=[CH:11][C:2]1=2.B.C1COCC1. The yield is 0.660. The catalyst is C1COCC1. (3) The product is [CH3:1][N:2]([CH3:18])[S:3]([N:6]1[CH:10]=[C:9]([CH2:27][C:26]2[CH:29]=[CH:30][CH:31]=[C:32]([F:33])[C:25]=2[F:24])[N:8]=[C:7]1[Si:11]([C:14]([CH3:15])([CH3:17])[CH3:16])([CH3:13])[CH3:12])(=[O:4])=[O:5]. The catalyst is O1CCCC1.CCCCCC. The yield is 0.490. The reactants are [CH3:1][N:2]([CH3:18])[S:3]([N:6]1[CH:10]=[CH:9][N:8]=[C:7]1[Si:11]([C:14]([CH3:17])([CH3:16])[CH3:15])([CH3:13])[CH3:12])(=[O:5])=[O:4].C([Li])CCC.[F:24][C:25]1[C:32]([F:33])=[CH:31][CH:30]=[CH:29][C:26]=1[CH2:27]Br.